This data is from Full USPTO retrosynthesis dataset with 1.9M reactions from patents (1976-2016). The task is: Predict the reactants needed to synthesize the given product. Given the product [CH2:1]([O:3][C:4]([C:6]1[C:10]([CH3:11])=[CH:9][NH:8][C:7]=1[CH2:12][CH2:13][NH:14][CH2:15][C@@H:16]([OH:24])[CH2:17][N:18]1[CH2:23][CH2:22][O:21][CH2:20][CH2:19]1)=[O:5])[CH3:2], predict the reactants needed to synthesize it. The reactants are: [CH2:1]([O:3][C:4]([C:6]1[C:10]([CH3:11])=[CH:9][NH:8][C:7]=1[CH2:12][C:13](=O)[NH:14][CH2:15][C@@H:16]([OH:24])[CH2:17][N:18]1[CH2:23][CH2:22][O:21][CH2:20][CH2:19]1)=[O:5])[CH3:2].